From a dataset of Reaction yield outcomes from USPTO patents with 853,638 reactions. Predict the reaction yield, written as a fraction of the theoretical maximum amount of product (1.0 means a 100% yield; for example, 0.34 means a 34% yield). (1) The reactants are [Br:1][C:2]1[CH:7]=[CH:6][C:5]([C:8]2([NH2:11])[CH2:10][CH2:9]2)=[CH:4][CH:3]=1.[C:12](Cl)(=[O:15])[CH2:13][CH3:14].N1C=CC=CC=1. The product is [Br:1][C:2]1[CH:3]=[CH:4][C:5]([C:8]2([NH:11][C:12](=[O:15])[CH2:13][CH3:14])[CH2:9][CH2:10]2)=[CH:6][CH:7]=1. The catalyst is C(Cl)Cl. The yield is 0.670. (2) The reactants are [C:1]([O:9][C:10]1[CH:15]=[CH:14][C:13]([OH:16])=[C:12]([N+:17]([O-:19])=[O:18])[CH:11]=1)(=[O:8])[C:2]1[CH:7]=[CH:6][CH:5]=[CH:4][CH:3]=1.Br[CH2:21][C:22]([O:24][CH3:25])=[O:23].C(=O)([O-])[O-].[K+].[K+]. The catalyst is CC(C)=O. The product is [C:1]([O:9][C:10]1[CH:15]=[CH:14][C:13]([O:16][CH2:21][C:22]([O:24][CH3:25])=[O:23])=[C:12]([N+:17]([O-:19])=[O:18])[CH:11]=1)(=[O:8])[C:2]1[CH:3]=[CH:4][CH:5]=[CH:6][CH:7]=1. The yield is 0.610. (3) The reactants are [Br:1][C:2]1[CH:9]=[CH:8][C:5]([C:6]#[N:7])=[C:4]([F:10])[C:3]=1[CH3:11].C(O)(C(F)(F)F)=[O:13].S(=O)(=O)(O)O. The catalyst is O. The product is [Br:1][C:2]1[CH:9]=[CH:8][C:5]([C:6]([NH2:7])=[O:13])=[C:4]([F:10])[C:3]=1[CH3:11]. The yield is 0.940. (4) The reactants are N([O-])=O.[Na+].N[C:6]1[N:7]([C:17]2[C:26]3[C:21](=[CH:22][CH:23]=[CH:24][CH:25]=3)[C:20]([CH:27]3[CH2:29][CH2:28]3)=[CH:19][CH:18]=2)[C:8]([S:11][CH2:12][C:13]([O:15][CH3:16])=[O:14])=[N:9][N:10]=1.ClC(Cl)C(O)=O.ClCCl.C(Br)(Br)[Br:40]. The catalyst is [Cl-].C([N+](CC)(CC)CC)C1C=CC=CC=1. The product is [Br:40][C:6]1[N:7]([C:17]2[C:26]3[C:21](=[CH:22][CH:23]=[CH:24][CH:25]=3)[C:20]([CH:27]3[CH2:29][CH2:28]3)=[CH:19][CH:18]=2)[C:8]([S:11][CH2:12][C:13]([O:15][CH3:16])=[O:14])=[N:9][N:10]=1. The yield is 0.850. (5) The reactants are Br[C:2]1[CH:3]=[C:4]2[C:9](=[CH:10][CH:11]=1)[CH:8]=[N:7][C:6]([Cl:12])=[CH:5]2.O1CCOCC1.C(N(CC)C(C)C)(C)C.[CH2:28]([SH:35])[C:29]1[CH:34]=[CH:33][CH:32]=[CH:31][CH:30]=1. The catalyst is CCOC(C)=O.C1C=CC(/C=C/C(/C=C/C2C=CC=CC=2)=O)=CC=1.C1C=CC(/C=C/C(/C=C/C2C=CC=CC=2)=O)=CC=1.C1C=CC(/C=C/C(/C=C/C2C=CC=CC=2)=O)=CC=1.[Pd].[Pd].CC1(C)C2C(=C(P(C3C=CC=CC=3)C3C=CC=CC=3)C=CC=2)OC2C(P(C3C=CC=CC=3)C3C=CC=CC=3)=CC=CC1=2. The product is [CH2:28]([S:35][C:2]1[CH:3]=[C:4]2[C:9](=[CH:10][CH:11]=1)[CH:8]=[N:7][C:6]([Cl:12])=[CH:5]2)[C:29]1[CH:34]=[CH:33][CH:32]=[CH:31][CH:30]=1. The yield is 0.890. (6) The reactants are [F:1][C:2]1[CH:3]=[C:4]([OH:11])[CH:5]=[CH:6][C:7]=1[N+:8]([O-:10])=[O:9].N12CCCN=C1CCCC[CH2:13]2.IC. The catalyst is CC(C)=O. The product is [F:1][C:2]1[CH:3]=[C:4]([O:11][CH3:13])[CH:5]=[CH:6][C:7]=1[N+:8]([O-:10])=[O:9]. The yield is 0.880. (7) The reactants are [C:1]([CH2:4][C:5]1[CH:13]=[CH:12][CH:11]=[C:10]([OH:14])[C:6]=1C(O)=O)([OH:3])=[O:2].[C:15]([O-:18])([O-])=O.[K+].[K+].[CH3:21]I.CN([CH:26]=[O:27])C. No catalyst specified. The product is [CH3:15][O:18][C:26](=[O:27])[C:6]1[C:5]([CH2:4][C:1]([O:3][CH3:21])=[O:2])=[CH:13][CH:12]=[CH:11][C:10]=1[OH:14]. The yield is 0.560.